Dataset: Forward reaction prediction with 1.9M reactions from USPTO patents (1976-2016). Task: Predict the product of the given reaction. (1) Given the reactants [C:1]([N:8]1[CH2:11][C:10](=[O:12])[CH2:9]1)([O:3][C:4]([CH3:7])([CH3:6])[CH3:5])=[O:2].[CH3:13][C:14]([CH3:18])([CH3:17])[C:15]#[CH:16], predict the reaction product. The product is: [C:14]([C:15]1[CH2:16][N:8]([C:1]([O:3][C:4]([CH3:5])([CH3:6])[CH3:7])=[O:2])[CH2:11][C:10](=[O:12])[CH:9]=1)([CH3:18])([CH3:17])[CH3:13]. (2) The product is: [F:1][C:2]1[CH:10]=[CH:9][C:8]2[N:7]([C:19]3[CH:24]=[CH:23][CH:22]=[C:21]([N:25]4[CH:29]=[CH:28][CH:27]=[N:26]4)[N:20]=3)[C:6]3[CH:11]4[CH2:12][CH2:13][N:14]([CH2:15][C:5]=3[C:4]=2[CH:3]=1)[CH2:16][CH2:17]4. Given the reactants [F:1][C:2]1[CH:10]=[CH:9][C:8]2[NH:7][C:6]3[CH:11]4[CH2:17][CH2:16][N:14]([CH2:15][C:5]=3[C:4]=2[CH:3]=1)[CH2:13][CH2:12]4.Br[C:19]1[CH:24]=[CH:23][CH:22]=[C:21]([N:25]2[CH:29]=[CH:28][CH:27]=[N:26]2)[N:20]=1, predict the reaction product. (3) Given the reactants [Cl:1][C:2]1[CH:3]=[CH:4][C:5]2[N:9]=[C:8]([S:10][CH2:11][C:12]3[CH:17]=[CH:16][C:15]([Cl:18])=[CH:14][CH:13]=3)[N:7]([C:19]3[CH:29]=[CH:28][C:22]([C:23]([O:25]CC)=[O:24])=[CH:21][CH:20]=3)[C:6]=2[CH:30]=1.C1COCC1.[OH-].[Na+], predict the reaction product. The product is: [Cl:1][C:2]1[CH:3]=[CH:4][C:5]2[N:9]=[C:8]([S:10][CH2:11][C:12]3[CH:17]=[CH:16][C:15]([Cl:18])=[CH:14][CH:13]=3)[N:7]([C:19]3[CH:29]=[CH:28][C:22]([C:23]([OH:25])=[O:24])=[CH:21][CH:20]=3)[C:6]=2[CH:30]=1. (4) Given the reactants [CH3:1][O:2][C:3]1[CH:4]=[C:5]([N:12]2[CH2:17][CH2:16][CH:15]([OH:18])[CH2:14][CH2:13]2)[CH:6]=[CH:7][C:8]=1[N+:9]([O-:11])=[O:10].[H-].[Na+].[CH3:21][O:22][CH2:23][CH2:24]Br.[Cl-].[NH4+], predict the reaction product. The product is: [CH3:21][O:22][CH2:23][CH2:24][O:18][CH:15]1[CH2:16][CH2:17][N:12]([C:5]2[CH:6]=[CH:7][C:8]([N+:9]([O-:11])=[O:10])=[C:3]([O:2][CH3:1])[CH:4]=2)[CH2:13][CH2:14]1. (5) Given the reactants [CH3:1][N:2]([CH3:36])[C@H:3]1[CH2:8][CH2:7][C@H:6]([N:9]([CH2:33][CH2:34][CH3:35])[C:10]2[C:11]([CH3:32])=[C:12]([C:29](O)=[O:30])[CH:13]=[C:14]([C:16]3[CH:21]=[CH:20][C:19]([CH2:22][N:23]4[CH2:28][CH2:27][O:26][CH2:25][CH2:24]4)=[CH:18][CH:17]=3)[CH:15]=2)[CH2:5][CH2:4]1.CN(C(ON1N=NC2C=CC=CC1=2)=[N+](C)C)C.[B-](F)(F)(F)F.CCN(C(C)C)C(C)C.Cl.[NH2:69][CH2:70][C:71]1[C:72](=[O:78])[NH:73][N:74]([CH3:77])[C:75]=1[CH3:76], predict the reaction product. The product is: [CH3:77][N:74]1[C:75]([CH3:76])=[C:71]([CH2:70][NH:69][C:29]([C:12]2[CH:13]=[C:14]([C:16]3[CH:17]=[CH:18][C:19]([CH2:22][N:23]4[CH2:24][CH2:25][O:26][CH2:27][CH2:28]4)=[CH:20][CH:21]=3)[CH:15]=[C:10]([N:9]([C@H:6]3[CH2:5][CH2:4][C@H:3]([N:2]([CH3:36])[CH3:1])[CH2:8][CH2:7]3)[CH2:33][CH2:34][CH3:35])[C:11]=2[CH3:32])=[O:30])[C:72](=[O:78])[NH:73]1. (6) The product is: [CH2:1]([O:8][C:9]1[CH:10]=[CH:11][C:12]([CH2:15][C:16]([N:27]([O:26][CH3:22])[CH3:28])=[O:18])=[CH:13][CH:14]=1)[C:2]1[CH:3]=[CH:4][CH:5]=[CH:6][CH:7]=1. Given the reactants [CH2:1]([O:8][C:9]1[CH:14]=[CH:13][C:12]([CH2:15][C:16]([OH:18])=O)=[CH:11][CH:10]=1)[C:2]1[CH:7]=[CH:6][CH:5]=[CH:4][CH:3]=1.CN([C:22]([O:26][N:27]1N=NC2C=CC=C[C:28]1=2)=[N+](C)C)C.F[P-](F)(F)(F)(F)F.Cl.CNOC.CCN(C(C)C)C(C)C, predict the reaction product. (7) Given the reactants [CH:1]([NH-:4])([CH3:3])[CH3:2].[OH:5][C:6]1[CH:14]=[C:13]2[C:9]([C:10]([C:19]3[CH:24]=[CH:23][CH:22]=[CH:21][CH:20]=3)=[C:11]([C:16]([O-:18])=[O:17])[C:12]2=[O:15])=[CH:8][CH:7]=1.O[CH2:26][CH2:27][N:28]1[CH2:33][CH2:32][O:31][CH2:30][CH2:29]1.C1(P(C2C=CC=CC=2)C2C=CC=CC=2)C=CC=CC=1.N(C(OC(C)C)=O)=NC(OC(C)C)=O, predict the reaction product. The product is: [CH:1]([NH-:4])([CH3:3])[CH3:2].[N:28]1([CH2:27][CH2:26][O:5][C:6]2[CH:14]=[C:13]3[C:9]([C:10]([C:19]4[CH:24]=[CH:23][CH:22]=[CH:21][CH:20]=4)=[C:11]([C:16]([O-:18])=[O:17])[C:12]3=[O:15])=[CH:8][CH:7]=2)[CH2:33][CH2:32][O:31][CH2:30][CH2:29]1.